Dataset: Full USPTO retrosynthesis dataset with 1.9M reactions from patents (1976-2016). Task: Predict the reactants needed to synthesize the given product. (1) Given the product [CH2:25]([O:32][C:33]([C:34]1[C:35]([CH:36]2[CH2:37][CH2:38]2)=[N:14][N:15]2[C:16]([O:23][CH3:24])=[CH:17][CH:18]=[C:19]([CH2:21][OH:22])[C:20]=12)=[O:39])[C:26]1[CH:31]=[CH:30][CH:29]=[CH:28][CH:27]=1, predict the reactants needed to synthesize it. The reactants are: CC1C=C(C)C=C(C)C=1S([O-])(=O)=O.[NH2:14][N+:15]1[CH:20]=[C:19]([CH2:21][OH:22])[CH:18]=[CH:17][C:16]=1[O:23][CH3:24].[CH2:25]([O:32][C:33](=[O:39])[C:34]#[C:35][CH:36]1[CH2:38][CH2:37]1)[C:26]1[CH:31]=[CH:30][CH:29]=[CH:28][CH:27]=1. (2) Given the product [ClH:1].[ClH:1].[CH3:19][C:16]1[N:13]2[CH2:14][CH2:15][NH:10][CH2:11][C:12]2=[N:18][CH:17]=1, predict the reactants needed to synthesize it. The reactants are: [ClH:1].Cl.C([N:10]1[CH2:15][CH2:14][N:13]2[C:16]([CH3:19])=[CH:17][N:18]=[C:12]2[CH2:11]1)C1C=CC=CC=1. (3) The reactants are: B(F)(F)F.CCOCC.[CH3:10][O:11][C:12]1[CH:13]=[C:14]([S:18][CH2:19][CH:20]=O)[CH:15]=[CH:16][CH:17]=1.C(=O)(O)[O-].[Na+]. Given the product [CH3:10][O:11][C:12]1[CH:17]=[CH:16][C:15]2[CH:20]=[CH:19][S:18][C:14]=2[CH:13]=1, predict the reactants needed to synthesize it. (4) Given the product [C:1]([O:5][C:6](=[O:29])[NH:7][CH2:8][CH2:9][CH2:10][CH2:11][C@H:12]([NH:17][C:18](=[O:28])[C:19]1[CH:24]=[CH:23][CH:22]=[C:21]([N:25]=[N+:26]=[N-:27])[CH:20]=1)[C:13](=[O:16])[CH2:14][O:40][C:32]1[C:33]([F:39])=[C:34]([F:38])[CH:35]=[C:36]([F:37])[C:31]=1[F:30])([CH3:4])([CH3:3])[CH3:2], predict the reactants needed to synthesize it. The reactants are: [C:1]([O:5][C:6](=[O:29])[NH:7][CH2:8][CH2:9][CH2:10][CH2:11][C@H:12]([NH:17][C:18](=[O:28])[C:19]1[CH:24]=[CH:23][CH:22]=[C:21]([N:25]=[N+:26]=[N-:27])[CH:20]=1)[C:13](=[O:16])[CH2:14]Br)([CH3:4])([CH3:3])[CH3:2].[F:30][C:31]1[C:36]([F:37])=[CH:35][C:34]([F:38])=[C:33]([F:39])[C:32]=1[OH:40].[F-].[K+].CC(=O)OCC. (5) Given the product [CH3:1][S:2]([NH:5][CH2:6][C:7]1[CH:16]=[CH:15][C:10]([CH2:11][OH:12])=[CH:9][CH:8]=1)(=[O:4])=[O:3], predict the reactants needed to synthesize it. The reactants are: [CH3:1][S:2]([NH:5][CH2:6][C:7]1[CH:16]=[CH:15][C:10]([C:11](OC)=[O:12])=[CH:9][CH:8]=1)(=[O:4])=[O:3].[H-].[H-].[H-].[H-].[Li+].[Al+3].CO.C(Cl)(Cl)Cl. (6) The reactants are: [CH3:1][S:2]([NH:5][C:6]1[C:14]2[C:9](=[CH:10][CH:11]=[CH:12][CH:13]=2)[N:8]([CH2:15][C:16]([O:18][CH2:19][CH3:20])=[O:17])[CH:7]=1)(=[O:4])=[O:3].[C:21](O[C:21]([O:23][C:24]([CH3:27])([CH3:26])[CH3:25])=[O:22])([O:23][C:24]([CH3:27])([CH3:26])[CH3:25])=[O:22]. Given the product [C:24]([O:23][C:21]([N:5]([C:6]1[C:14]2[C:9](=[CH:10][CH:11]=[CH:12][CH:13]=2)[N:8]([CH2:15][C:16]([O:18][CH2:19][CH3:20])=[O:17])[CH:7]=1)[S:2]([CH3:1])(=[O:3])=[O:4])=[O:22])([CH3:27])([CH3:26])[CH3:25], predict the reactants needed to synthesize it. (7) Given the product [ClH:28].[Cl:28][C:29]1[CH:30]=[C:31]2[C:35](=[CH:36][CH:37]=1)[NH:34][C:33]([C:38]([NH:40][C@H:41]1[CH2:46][CH2:45][C@H:44]([C:47]([N:3]([CH3:4])[CH3:2])=[O:49])[CH2:43][C@H:42]1[NH:50][C:51]([C:53]1[S:54][C:55]3[CH2:56][N:57]([CH3:62])[CH2:58][CH2:59][C:60]=3[N:61]=1)=[O:52])=[O:39])=[CH:32]2, predict the reactants needed to synthesize it. The reactants are: Cl.[CH3:2][NH:3][CH3:4].O.ON1C2C=CC=CC=2N=N1.Cl.CN(C)CCCN=C=NCC.[Cl:28][C:29]1[CH:30]=[C:31]2[C:35](=[CH:36][CH:37]=1)[NH:34][C:33]([C:38]([NH:40][C@@H:41]1[CH2:46][CH2:45][C@@H:44]([C:47]([OH:49])=O)[CH2:43][C@@H:42]1[NH:50][C:51]([C:53]1[S:54][C:55]3[CH2:56][N:57]([CH3:62])[CH2:58][CH2:59][C:60]=3[N:61]=1)=[O:52])=[O:39])=[CH:32]2. (8) Given the product [Cl:1][C:2]1[CH:3]=[C:4]([NH:17][C:18]2[C:27]3[C:22](=[CH:23][CH:24]=[C:25]([C:28]4[O:29][C:30]([CH2:33][NH:43][CH2:42][CH2:41][CH:35]5[CH2:40][CH2:39][CH:38]=[CH:37][CH2:36]5)=[CH:31][CH:32]=4)[CH:26]=3)[N:21]=[CH:20][N:19]=2)[CH:5]=[CH:6][C:7]=1[O:8][CH2:9][C:10]1[CH:15]=[CH:14][CH:13]=[C:12]([F:16])[CH:11]=1, predict the reactants needed to synthesize it. The reactants are: [Cl:1][C:2]1[CH:3]=[C:4]([NH:17][C:18]2[C:27]3[C:22](=[CH:23][CH:24]=[C:25]([C:28]4[O:29][C:30]([CH:33]=O)=[CH:31][CH:32]=4)[CH:26]=3)[N:21]=[CH:20][N:19]=2)[CH:5]=[CH:6][C:7]=1[O:8][CH2:9][C:10]1[CH:15]=[CH:14][CH:13]=[C:12]([F:16])[CH:11]=1.[C:35]1([CH2:41][CH2:42][NH2:43])[CH2:40][CH2:39][CH2:38][CH2:37][CH:36]=1.C(O[BH-](OC(=O)C)OC(=O)C)(=O)C.[Na+].C(=O)([O-])[O-].[Na+].[Na+]. (9) Given the product [CH:33]1([C:39]2[CH:71]=[CH:70][C:42]([C:43]([NH:45][C:46]3[CH:51]=[CH:50][C:49]([C:52]4[CH:60]=[C:59]5[C:55]([CH2:56][N:57]([C@@H:62]([CH:67]([CH3:69])[CH3:68])[C:63]([OH:65])=[O:64])[C:58]5=[O:61])=[CH:54][CH:53]=4)=[CH:48][CH:47]=3)=[O:44])=[CH:41][CH:40]=2)[CH2:34][CH2:35][CH2:36][CH2:37][CH2:38]1, predict the reactants needed to synthesize it. The reactants are: C(NC1C=CC(C2C=C3C(CN([C@@H](C(C)C)C(O)=O)C3=O)=CC=2)=CC=1)(=O)C1C=CC=CC=1.[CH:33]1([C:39]2[CH:71]=[CH:70][C:42]([C:43]([NH:45][C:46]3[CH:51]=[CH:50][C:49]([C:52]4[CH:60]=[C:59]5[C:55]([CH2:56][N:57]([C@@H:62]([CH:67]([CH3:69])[CH3:68])[C:63]([O:65]C)=[O:64])[C:58]5=[O:61])=[CH:54][CH:53]=4)=[CH:48][CH:47]=3)=[O:44])=[CH:41][CH:40]=2)[CH2:38][CH2:37][CH2:36][CH2:35][CH2:34]1. (10) Given the product [Cl:28][C:19]1[N:20]=[C:21]([NH:24][CH:25]([CH3:27])[CH3:26])[C:22]([F:23])=[C:17]([NH:9][NH2:8])[N:18]=1, predict the reactants needed to synthesize it. The reactants are: CC(OC([N:8](C(OC(C)(C)C)=O)[N:9]([C:17]1[C:22]([F:23])=[C:21]([NH:24][CH:25]([CH3:27])[CH3:26])[N:20]=[C:19]([Cl:28])[N:18]=1)C(OC(C)(C)C)=O)=O)(C)C.